From a dataset of TCR-epitope binding with 47,182 pairs between 192 epitopes and 23,139 TCRs. Binary Classification. Given a T-cell receptor sequence (or CDR3 region) and an epitope sequence, predict whether binding occurs between them. (1) The epitope is DATYQRTRALVR. The TCR CDR3 sequence is CASSAGTSPTDTQYF. Result: 1 (the TCR binds to the epitope). (2) The epitope is NLNESLIDL. The TCR CDR3 sequence is CASSSAGGFYEQYF. Result: 0 (the TCR does not bind to the epitope). (3) The epitope is LEPLVDLPI. The TCR CDR3 sequence is CASSQGQTNTEAFF. Result: 1 (the TCR binds to the epitope).